Task: Predict the reaction yield, written as a fraction of the theoretical maximum amount of product (1.0 means a 100% yield; for example, 0.34 means a 34% yield).. Dataset: Reaction yield outcomes from USPTO patents with 853,638 reactions (1) The reactants are [OH:1][C:2]1[CH:9]=[CH:8][C:7]([N+:10]([O-:12])=[O:11])=[CH:6][C:3]=1[CH:4]=O.[C:13]([NH:16][CH2:17][C:18](O)=[O:19])(=[O:15])[CH3:14].C(OC(=O)C)(=O)C.[H-].[Na+]. No catalyst specified. The product is [C:13]([NH:16][C:17]1[C:18](=[O:19])[O:1][C:2]2[C:3]([CH:4]=1)=[CH:6][C:7]([N+:10]([O-:12])=[O:11])=[CH:8][CH:9]=2)(=[O:15])[CH3:14]. The yield is 0.610. (2) The reactants are [S:1]([Cl:5])(=O)(=[O:3])[OH:2].[CH3:6][N:7]1[C:15]2[C:10](=[CH:11][CH:12]=[CH:13][CH:14]=2)[CH2:9][CH2:8]1. No catalyst specified. The yield is 0.0700. The product is [CH3:6][N:7]1[C:15]2[C:10](=[CH:11][CH:12]=[C:13]([S:1]([Cl:5])(=[O:3])=[O:2])[CH:14]=2)[CH2:9][CH2:8]1.